The task is: Regression. Given a peptide amino acid sequence and an MHC pseudo amino acid sequence, predict their binding affinity value. This is MHC class II binding data.. This data is from Peptide-MHC class II binding affinity with 134,281 pairs from IEDB. (1) The peptide sequence is FVVTGRVYCDPCRAG. The MHC is DRB1_0901 with pseudo-sequence DRB1_0901. The binding affinity (normalized) is 0.176. (2) The peptide sequence is VPILLNNPNLFWAVK. The MHC is DRB1_0401 with pseudo-sequence DRB1_0401. The binding affinity (normalized) is 0.976.